From a dataset of Catalyst prediction with 721,799 reactions and 888 catalyst types from USPTO. Predict which catalyst facilitates the given reaction. Reactant: [C:1]1(P(C2C=CC=CC=2)C2C=CC=CC=2)[CH:6]=CC=C[CH:2]=1.[CH3:20][Si:21]([CH3:52])([CH3:51])[CH2:22][CH2:23][O:24][CH2:25][N:26]1[C:30]2[CH:31]=[CH:32][CH:33]=[CH:34][C:29]=2[N:28]=[C:27]1[C:35]1[O:36][C:37]2[CH:43]=[C:42]([C:44]3[CH:45]=[C:46]([OH:50])[CH:47]=[N:48][CH:49]=3)[CH:41]=[CH:40][C:38]=2[N:39]=1.C(O)(C)C.N(C(OC(C)C)=O)=NC(OC(C)C)=O. Product: [CH:1]([O:50][C:46]1[CH:45]=[C:44]([C:42]2[CH:41]=[CH:40][C:38]3[N:39]=[C:35]([C:27]4[N:26]([CH2:25][O:24][CH2:23][CH2:22][Si:21]([CH3:52])([CH3:51])[CH3:20])[C:30]5[CH:31]=[CH:32][CH:33]=[CH:34][C:29]=5[N:28]=4)[O:36][C:37]=3[CH:43]=2)[CH:49]=[N:48][CH:47]=1)([CH3:6])[CH3:2]. The catalyst class is: 7.